Predict the reactants needed to synthesize the given product. From a dataset of Full USPTO retrosynthesis dataset with 1.9M reactions from patents (1976-2016). (1) Given the product [CH2:1]([O:8][C:9]([N:11]1[CH2:15][CH:14]([OH:16])[CH2:13][N:12]1[C:17](=[O:26])[CH2:18][C:19]1[CH:24]=[CH:23][C:22]([F:25])=[CH:21][CH:20]=1)=[O:10])[C:2]1[CH:7]=[CH:6][CH:5]=[CH:4][CH:3]=1, predict the reactants needed to synthesize it. The reactants are: [CH2:1]([O:8][C:9]([N:11]1[CH2:15][C:14](=[O:16])[CH2:13][N:12]1[C:17](=[O:26])[CH2:18][C:19]1[CH:24]=[CH:23][C:22]([F:25])=[CH:21][CH:20]=1)=[O:10])[C:2]1[CH:7]=[CH:6][CH:5]=[CH:4][CH:3]=1.CCOCC. (2) Given the product [NH:3]1[C:7]2[CH:8]=[CH:9][CH:10]=[CH:11][C:6]=2[NH:5][C:4]1=[C:12]([C:28]([C:30]1[CH:35]=[CH:34][CH:33]=[C:32]([F:36])[CH:31]=1)=[O:29])[C:13]([C:15]1[CH:20]=[CH:19][CH:18]=[C:17]([C@@H:21]([OH:22])[CH2:25][OH:24])[CH:16]=1)=[O:14], predict the reactants needed to synthesize it. The reactants are: CO.[NH:3]1[C:7]2[CH:8]=[CH:9][CH:10]=[CH:11][C:6]=2[NH:5][C:4]1=[C:12]([C:28]([C:30]1[CH:35]=[CH:34][CH:33]=[C:32]([F:36])[CH:31]=1)=[O:29])[C:13]([C:15]1[CH:20]=[CH:19][CH:18]=[C:17]([C@@H:21]2[CH2:25][O:24]C(C)(C)[O:22]2)[CH:16]=1)=[O:14].O.C1(C)C=CC(S(O)(=O)=O)=CC=1.C(=O)(O)[O-].[Na+]. (3) Given the product [CH3:9][CH2:8][O:7][Si:5]([O:10][CH2:11][CH3:12])([O:4][CH2:3][CH3:2])[CH3:6].[CH3:19][CH2:18][O:17][Si:16]([O:15][CH2:14][CH3:13])([O:20][CH2:21][CH3:22])[O:23][CH2:24][CH3:25].[CH3:36][CH2:35][O:34][Si:29]([O:37][CH2:38][CH3:39])([O:28][CH2:27][CH3:26])[CH2:30][CH2:31][CH2:32][NH2:33], predict the reactants needed to synthesize it. The reactants are: Cl.[CH3:2][CH2:3][O:4][Si:5]([O:10][CH2:11][CH3:12])([O:7][CH2:8][CH3:9])[CH3:6].[CH3:13][CH2:14][O:15][Si:16]([O:23][CH2:24][CH3:25])([O:20][CH2:21][CH3:22])[O:17][CH2:18][CH3:19].[CH3:26][CH2:27][O:28][Si:29]([O:37][CH2:38][CH3:39])([O:34][CH2:35][CH3:36])[CH2:30][CH2:31][CH2:32][NH2:33].